Dataset: Forward reaction prediction with 1.9M reactions from USPTO patents (1976-2016). Task: Predict the product of the given reaction. Given the reactants [NH:1]1[C:9]2[C:4](=[CH:5][C:6]([CH:10]=[O:11])=[CH:7][CH:8]=2)[CH:3]=[CH:2]1.[H-].[Na+].Br[CH2:15][CH:16]=[CH2:17].O, predict the reaction product. The product is: [CH2:17]([N:1]1[C:9]2[C:4](=[CH:5][C:6]([CH:10]=[O:11])=[CH:7][CH:8]=2)[CH:3]=[CH:2]1)[CH:16]=[CH2:15].